Dataset: Forward reaction prediction with 1.9M reactions from USPTO patents (1976-2016). Task: Predict the product of the given reaction. Given the reactants [C:1]([C:3]1[CH:4]=[C:5]([C:22]2[CH:27]=[CH:26][C:25](C(O)=O)=[C:24]([F:31])C=2)[CH:6]=[CH:7][C:8]=1[O:9][CH2:10][CH:11]1[CH2:16][CH2:15][N:14]([CH2:17][C:18]([F:21])([CH3:20])[CH3:19])[CH2:13][CH2:12]1)#[N:2].[CH2:32](Cl)[CH2:33]Cl.C1C=CC2N([OH:45])N=NC=2C=1.CCN(C(C)C)C(C)C.[NH:55]1[CH2:59][CH2:58][CH2:57][C@H:56]1[C:60]([NH2:62])=[O:61], predict the reaction product. The product is: [C:1]([C:3]1[CH:4]=[C:5]([C:22]2[C:32]([C:33]([N:55]3[CH2:59][CH2:58][CH2:57][C@H:56]3[C:60]([NH2:62])=[O:61])=[O:45])=[C:24]([F:31])[CH:25]=[CH:26][CH:27]=2)[CH:6]=[CH:7][C:8]=1[O:9][CH2:10][CH:11]1[CH2:12][CH2:13][N:14]([CH2:17][C:18]([F:21])([CH3:20])[CH3:19])[CH2:15][CH2:16]1)#[N:2].